Task: Binary Classification. Given a T-cell receptor sequence (or CDR3 region) and an epitope sequence, predict whether binding occurs between them.. Dataset: TCR-epitope binding with 47,182 pairs between 192 epitopes and 23,139 TCRs (1) The epitope is SLFNTVATLY. Result: 0 (the TCR does not bind to the epitope). The TCR CDR3 sequence is CASSLPPNEQFF. (2) The epitope is FLPRVFSAV. The TCR CDR3 sequence is CASSLSASYEQYF. Result: 1 (the TCR binds to the epitope). (3) The TCR CDR3 sequence is CASSSTGTRGSYEQYF. The epitope is LLWNGPMAV. Result: 1 (the TCR binds to the epitope). (4) The epitope is LEPLVDLPI. The TCR CDR3 sequence is CASSPDGTLIFEQFF. Result: 1 (the TCR binds to the epitope). (5) The epitope is TPRVTGGGAM. Result: 0 (the TCR does not bind to the epitope). The TCR CDR3 sequence is CASSYLGQVISEQYF. (6) The epitope is TLVPQEHYV. The TCR CDR3 sequence is CASSLQVQETQYF. Result: 1 (the TCR binds to the epitope). (7) The epitope is AYILFTRFFYV. The TCR CDR3 sequence is CASSATSGGAGPADTQYF. Result: 1 (the TCR binds to the epitope). (8) The epitope is QYDPVAALF. The TCR CDR3 sequence is CASSYSTDTQYF. Result: 0 (the TCR does not bind to the epitope). (9) The epitope is ILHCANFNV. The TCR CDR3 sequence is CASSAPGQLNSPLHF. Result: 1 (the TCR binds to the epitope).